Dataset: Reaction yield outcomes from USPTO patents with 853,638 reactions. Task: Predict the reaction yield, written as a fraction of the theoretical maximum amount of product (1.0 means a 100% yield; for example, 0.34 means a 34% yield). (1) The reactants are [CH:1]1([CH2:7][CH2:8][CH2:9][C@@H:10]([C:19]([NH:21][C@@H:22]([CH2:28][OH:29])[C:23]([O:25][CH2:26][CH3:27])=[O:24])=O)[CH2:11][C:12]([O:14][C:15]([CH3:18])([CH3:17])[CH3:16])=[O:13])[CH2:6][CH2:5][CH2:4][CH2:3][CH2:2]1.CC[N+](S(N=C(OC)[O-])(=O)=O)(CC)CC. The catalyst is C1COCC1. The product is [C:15]([O:14][C:12](=[O:13])[CH2:11][C@H:10]([C:19]1[O:29][CH2:28][C@@H:22]([C:23]([O:25][CH2:26][CH3:27])=[O:24])[N:21]=1)[CH2:9][CH2:8][CH2:7][CH:1]1[CH2:2][CH2:3][CH2:4][CH2:5][CH2:6]1)([CH3:16])([CH3:18])[CH3:17]. The yield is 0.970. (2) The reactants are [CH3:1][N:2]1[C:6]([C:7]([NH2:9])=[O:8])=[C:5]([N+:10]([O-])=O)[C:4]([CH2:13][CH2:14][CH3:15])=[N:3]1.[H][H]. The catalyst is CO.[Ni]. The product is [NH2:10][C:5]1[C:4]([CH2:13][CH2:14][CH3:15])=[N:3][N:2]([CH3:1])[C:6]=1[C:7]([NH2:9])=[O:8]. The yield is 0.730. (3) The reactants are CN(C(ON1N=NC2C=CC=CC1=2)=[N+](C)C)C.[B-](F)(F)(F)F.[C:23]([SiH2:27][O:28][C:29]([CH3:40])([CH3:39])[C:30]1[CH:31]=[C:32]([CH:35]=[CH:36][C:37]=1[Cl:38])[CH2:33][NH2:34])([CH3:26])([CH3:25])[CH3:24].CCN(C(C)C)C(C)C.[F:50][C:51]([F:57])([F:56])[CH2:52][C:53](O)=[O:54]. The product is [C:23]([SiH2:27][O:28][C:29]([CH3:40])([CH3:39])[C:30]1[CH:31]=[C:32]([CH:35]=[CH:36][C:37]=1[Cl:38])[CH2:33][NH:34][C:53](=[O:54])[CH2:52][C:51]([F:57])([F:56])[F:50])([CH3:26])([CH3:24])[CH3:25]. The catalyst is C(Cl)Cl. The yield is 0.650.